Dataset: Forward reaction prediction with 1.9M reactions from USPTO patents (1976-2016). Task: Predict the product of the given reaction. (1) Given the reactants [N+:1]([C:4]1[CH:5]=[C:6]([CH:18]=[CH:19][CH:20]=1)[C:7]([NH:9][C:10]1([C:13]([O:15]CC)=[O:14])[CH2:12][CH2:11]1)=[O:8])([O-:3])=[O:2].[OH-].[Na+].Cl, predict the reaction product. The product is: [N+:1]([C:4]1[CH:5]=[C:6]([CH:18]=[CH:19][CH:20]=1)[C:7]([NH:9][C:10]1([C:13]([OH:15])=[O:14])[CH2:12][CH2:11]1)=[O:8])([O-:3])=[O:2]. (2) The product is: [CH3:1][O:17][C:15](=[O:16])[C:14]1[CH:18]=[CH:19][C:11]([C:25]#[C:20][C:21]#[C:22][C:43]2[CH:42]=[N:41][C:30]([Cl:33])=[CH:31][CH:44]=2)=[CH:12][CH:13]=1. Given the reactants [CH3:1]CN(C(C)C)C(C)C.I[C:11]1[CH:19]=[CH:18][C:14]([C:15]([OH:17])=[O:16])=[CH:13][CH:12]=1.[CH:20]1[CH:25]=NC2N(O)N=N[C:22]=2[CH:21]=1.[CH2:30]([Cl:33])[CH2:31]Cl.CC(OC([NH:41][CH2:42][C@H:43](N)[C:44](OC)=O)=O)(C)C, predict the reaction product. (3) Given the reactants I[C:2]1[C:10]2[C:5](=[N:6][CH:7]=[C:8]([N+:11]([O-:13])=[O:12])[CH:9]=2)[N:4]([CH2:14][C:15]2[CH:20]=[CH:19][C:18]([O:21][CH3:22])=[CH:17][CH:16]=2)[N:3]=1.[CH:23]1([CH2:27][OH:28])[CH2:26][CH2:25][CH2:24]1.N1C2C(=CC=C3C=2N=CC=C3)C=CC=1, predict the reaction product. The product is: [CH:23]1([CH2:27][O:28][C:2]2[C:10]3[C:5](=[N:6][CH:7]=[C:8]([N+:11]([O-:13])=[O:12])[CH:9]=3)[N:4]([CH2:14][C:15]3[CH:20]=[CH:19][C:18]([O:21][CH3:22])=[CH:17][CH:16]=3)[N:3]=2)[CH2:26][CH2:25][CH2:24]1. (4) Given the reactants [C:1]([C:3]1[N:8]=[C:7]([C:9]2[CH:14]=[CH:13][C:12]([C:15]([CH3:20])([CH3:19])[C:16]([OH:18])=O)=[CH:11][CH:10]=2)[CH:6]=[N:5][CH:4]=1)#[N:2].[O:21]1[CH:25]=[CH:24][CH:23]=[C:22]1[CH2:26][NH2:27], predict the reaction product. The product is: [C:1]([C:3]1[N:8]=[C:7]([C:9]2[CH:10]=[CH:11][C:12]([C:15]([CH3:20])([CH3:19])[C:16]([NH:27][CH2:26][C:22]3[O:21][CH:25]=[CH:24][CH:23]=3)=[O:18])=[CH:13][CH:14]=2)[CH:6]=[N:5][CH:4]=1)#[N:2]. (5) Given the reactants [F:1][C:2]1[CH:11]=[C:10]2[C:5]([CH:6]=[CH:7][CH:8]=[N:9]2)=[CH:4][C:3]=1[CH2:12][N:13]1[C:21]2[C:16](=[N:17][CH:18]=[C:19]([C:22](=O)[CH3:23])[N:20]=2)[N:15]=[N:14]1.[NH2:25][O:26][CH2:27][C:28]([CH3:31])([OH:30])[CH3:29], predict the reaction product. The product is: [OH:30][C:28]([CH3:31])([CH3:29])[CH2:27][O:26]/[N:25]=[C:22](/[C:19]1[N:20]=[C:21]2[N:13]([CH2:12][C:3]3[CH:4]=[C:5]4[C:10](=[CH:11][C:2]=3[F:1])[N:9]=[CH:8][CH:7]=[CH:6]4)[N:14]=[N:15][C:16]2=[N:17][CH:18]=1)\[CH3:23]. (6) The product is: [CH2:1]([C:3]1[CH:8]=[CH:7][C:6]([C:9]#[C:10][C:11]2[CH:18]=[CH:17][C:14]([CH2:15][N:19]([CH2:31][CH2:32][CH2:33][CH2:34][CH2:35][CH3:36])[C:20]3[CH:21]=[CH:22][C:23]([F:30])=[C:24]([CH:29]=3)[C:25]([O:27][CH3:28])=[O:26])=[CH:13][CH:12]=2)=[CH:5][CH:4]=1)[CH3:2]. Given the reactants [CH2:1]([C:3]1[CH:8]=[CH:7][C:6]([C:9]#[C:10][C:11]2[CH:18]=[CH:17][C:14]([CH:15]=O)=[CH:13][CH:12]=2)=[CH:5][CH:4]=1)[CH3:2].[NH2:19][C:20]1[CH:21]=[CH:22][C:23]([F:30])=[C:24]([CH:29]=1)[C:25]([O:27][CH3:28])=[O:26].[CH:31](=O)[CH2:32][CH2:33][CH2:34][CH2:35][CH3:36].C(O[BH-](OC(=O)C)OC(=O)C)(=O)C.[Na+].C([O-])(O)=O.[Na+], predict the reaction product. (7) Given the reactants Cl[CH2:2][CH2:3][O:4][C:5]1[CH:10]=[CH:9][CH:8]=[CH:7][C:6]=1[C:11]1([NH:14][C:15]2[C:16](=[O:34])[N:17]([C:21]3[CH:22]=[C:23]([CH:30]=[CH:31][C:32]=3[CH3:33])[C:24]([NH:26][CH:27]3[CH2:29][CH2:28]3)=[O:25])[CH:18]=[CH:19][N:20]=2)[CH2:13][CH2:12]1.[CH3:35][NH2:36], predict the reaction product. The product is: [CH:27]1([NH:26][C:24](=[O:25])[C:23]2[CH:30]=[CH:31][C:32]([CH3:33])=[C:21]([N:17]3[CH:18]=[CH:19][N:20]=[C:15]([NH:14][C:11]4([C:6]5[CH:7]=[CH:8][CH:9]=[CH:10][C:5]=5[O:4][CH2:3][CH2:2][NH:36][CH3:35])[CH2:13][CH2:12]4)[C:16]3=[O:34])[CH:22]=2)[CH2:29][CH2:28]1.